Dataset: Catalyst prediction with 721,799 reactions and 888 catalyst types from USPTO. Task: Predict which catalyst facilitates the given reaction. (1) Reactant: Cl[C:2]1[N:7]=[C:6]([C:8]2[N:12]3[CH:13]=[CH:14][CH:15]=[CH:16][C:11]3=[N:10][C:9]=2[C:17]2[CH:18]=[CH:19][C:20]([O:34][CH:35]([CH3:37])[CH3:36])=[C:21]([CH:33]=2)[C:22]([NH:24][C:25]2[C:30]([F:31])=[CH:29][CH:28]=[CH:27][C:26]=2[F:32])=[O:23])[CH:5]=[CH:4][N:3]=1.[CH3:38][C:39]1[C:40]([N:48]2[CH2:53][CH2:52][CH:51]([CH2:54][CH2:55][S:56]([CH3:59])(=[O:58])=[O:57])[CH2:50][CH2:49]2)=[CH:41][C:42]([O:46][CH3:47])=[C:43]([CH:45]=1)[NH2:44].Cl.C1(O)C=CC=CC=1.N1C=CN=C1.[Si](Cl)(C(C)(C)C)(C)C. Product: [F:32][C:26]1[CH:27]=[CH:28][CH:29]=[C:30]([F:31])[C:25]=1[NH:24][C:22](=[O:23])[C:21]1[CH:33]=[C:17]([C:9]2[N:10]=[C:11]3[CH:16]=[CH:15][CH:14]=[CH:13][N:12]3[C:8]=2[C:6]2[CH:5]=[CH:4][N:3]=[C:2]([NH:44][C:43]3[CH:45]=[C:39]([CH3:38])[C:40]([N:48]4[CH2:53][CH2:52][CH:51]([CH2:54][CH2:55][S:56]([CH3:59])(=[O:58])=[O:57])[CH2:50][CH2:49]4)=[CH:41][C:42]=3[O:46][CH3:47])[N:7]=2)[CH:18]=[CH:19][C:20]=1[O:34][CH:35]([CH3:37])[CH3:36]. The catalyst class is: 836. (2) The catalyst class is: 24. Product: [ClH:1].[ClH:1].[ClH:1].[ClH:1].[CH3:23][NH:22][C:9]1[C:8]2[C:13](=[CH:14][CH:15]=[C:6]([O:5][CH2:4][CH2:3][CH2:2][N:28]3[CH2:29][CH2:30][N:25]([CH3:24])[CH2:26][CH2:27]3)[CH:7]=2)[N:12]=[C:11]([C:16]2[CH:17]=[N:18][CH:19]=[CH:20][CH:21]=2)[N:10]=1. Reactant: [Cl:1][CH2:2][CH2:3][CH2:4][O:5][C:6]1[CH:7]=[C:8]2[C:13](=[CH:14][CH:15]=1)[N:12]=[C:11]([C:16]1[CH:17]=[N:18][CH:19]=[CH:20][CH:21]=1)[N:10]=[C:9]2[NH:22][CH3:23].[CH3:24][N:25]1[CH2:30][CH2:29][NH:28][CH2:27][CH2:26]1.